This data is from Reaction yield outcomes from USPTO patents with 853,638 reactions. The task is: Predict the reaction yield, written as a fraction of the theoretical maximum amount of product (1.0 means a 100% yield; for example, 0.34 means a 34% yield). (1) The reactants are S([O:11][CH2:12][CH2:13][O:14][CH2:15][CH2:16][O:17][CH2:18][CH2:19][O:20]S(C1C=CC(C)=CC=1)(=O)=O)(C1C=CC(C)=CC=1)(=O)=O. The catalyst is C(OCC)(=O)C. The product is [CH2:12]([OH:11])[CH2:13][O:14][CH2:15][CH2:16][O:17][CH2:18][CH2:19][OH:20]. The yield is 0.890. (2) The reactants are Br[C:2]1[CH:15]=[C:14]2[CH2:16][C:11]3[C:12]4[C:13]2=[C:4]([CH2:5][CH2:6][C:7]=4[CH:8]=[C:9](Br)[CH:10]=3)[CH:3]=1.C1(Cl)C(Cl)=C(Cl)C(=O)C(=O)C=1Cl. The catalyst is C1(C)C(C)=CC=CC=1. The product is [CH:3]1[C:4]2[CH2:5][CH2:6][C:7]3[CH:8]=[CH:9][CH:10]=[C:11]4[CH2:16][C:14]([C:13]=2[C:12]=34)=[CH:15][CH:2]=1. The yield is 0.810.